From a dataset of Forward reaction prediction with 1.9M reactions from USPTO patents (1976-2016). Predict the product of the given reaction. (1) Given the reactants [C:1]([S:14]([NH2:17])(=[O:16])=[O:15])([C:4]([C:7]([C:10]([F:13])([F:12])[F:11])([F:9])[F:8])([F:6])[F:5])([F:3])[F:2].C(N(CC)CC)C.Cl[CH2:26][CH2:27][O:28][CH2:29][CH2:30][OH:31].OS(O)(=O)=O.[Na+].[Cl-].P(=O)(O)(O)O, predict the reaction product. The product is: [C:1]([S:14]([NH:17][CH2:26][CH2:27][O:28][CH2:29][CH2:30][OH:31])(=[O:16])=[O:15])([C:4]([C:7]([C:10]([F:13])([F:11])[F:12])([F:9])[F:8])([F:6])[F:5])([F:3])[F:2]. (2) The product is: [CH2:1]([O:8][CH2:9][C@H:10]([NH2:20])[CH2:11][O:12][Si:13]([C:16]([CH3:18])([CH3:17])[CH3:19])([CH3:14])[CH3:15])[C:2]1[CH:7]=[CH:6][CH:5]=[CH:4][CH:3]=1. Given the reactants [CH2:1]([O:8][CH2:9][C@H:10]([NH:20]C(C1C=CC=CC=1)(C1C=CC=CC=1)C1C=CC=CC=1)[CH2:11][O:12][Si:13]([C:16]([CH3:19])([CH3:18])[CH3:17])([CH3:15])[CH3:14])[C:2]1[CH:7]=[CH:6][CH:5]=[CH:4][CH:3]=1.B(F)(F)F.CCOCC.[OH-].[Na+], predict the reaction product. (3) Given the reactants N#N.[F:3][C:4]1[CH:31]=[CH:30][C:7]2[NH:8][C:9]([CH:11]([NH:22]C(=O)OC(C)(C)C)[CH2:12][C:13]3[CH:18]=[CH:17][C:16]([O:19][CH3:20])=[C:15]([F:21])[CH:14]=3)=[N:10][C:6]=2[CH:5]=1.Cl, predict the reaction product. The product is: [F:3][C:4]1[CH:31]=[CH:30][C:7]2[NH:8][C:9]([CH:11]([NH2:22])[CH2:12][C:13]3[CH:18]=[CH:17][C:16]([O:19][CH3:20])=[C:15]([F:21])[CH:14]=3)=[N:10][C:6]=2[CH:5]=1.